Dataset: Reaction yield outcomes from USPTO patents with 853,638 reactions. Task: Predict the reaction yield, written as a fraction of the theoretical maximum amount of product (1.0 means a 100% yield; for example, 0.34 means a 34% yield). The catalyst is O1CCCC1.O. The yield is 0.790. The product is [CH3:11][N:12]1[C:16]([O:17][S:23]([C:22]([F:27])([F:28])[C:21]([F:29])([F:30])[C:20]([F:19])([F:35])[C:31]([F:34])([F:33])[F:32])(=[O:25])=[O:24])=[CH:15][C:14]([Br:18])=[N:13]1. The reactants are C[Si]([N-][Si](C)(C)C)(C)C.[Na+].[CH3:11][N:12]1[C:16](=[O:17])[CH:15]=[C:14]([Br:18])[NH:13]1.[F:19][C:20]([F:35])([C:31]([F:34])([F:33])[F:32])[C:21]([F:30])([F:29])[C:22]([F:28])([F:27])[S:23](F)(=[O:25])=[O:24].